Dataset: NCI-60 drug combinations with 297,098 pairs across 59 cell lines. Task: Regression. Given two drug SMILES strings and cell line genomic features, predict the synergy score measuring deviation from expected non-interaction effect. (1) Drug 1: CC1=C(C(=O)C2=C(C1=O)N3CC4C(C3(C2COC(=O)N)OC)N4)N. Drug 2: C1C(C(OC1N2C=NC(=NC2=O)N)CO)O. Cell line: HCC-2998. Synergy scores: CSS=30.0, Synergy_ZIP=-8.84, Synergy_Bliss=-9.62, Synergy_Loewe=1.11, Synergy_HSA=2.07. (2) Drug 1: C1CCC(C(C1)N)N.C(=O)(C(=O)[O-])[O-].[Pt+4]. Drug 2: CC12CCC3C(C1CCC2OP(=O)(O)O)CCC4=C3C=CC(=C4)OC(=O)N(CCCl)CCCl.[Na+]. Cell line: UO-31. Synergy scores: CSS=17.2, Synergy_ZIP=-7.09, Synergy_Bliss=-1.60, Synergy_Loewe=-2.69, Synergy_HSA=-1.17. (3) Drug 2: CC1=C(C(=O)C2=C(C1=O)N3CC4C(C3(C2COC(=O)N)OC)N4)N. Drug 1: CS(=O)(=O)CCNCC1=CC=C(O1)C2=CC3=C(C=C2)N=CN=C3NC4=CC(=C(C=C4)OCC5=CC(=CC=C5)F)Cl. Synergy scores: CSS=1.08, Synergy_ZIP=-0.354, Synergy_Bliss=3.52, Synergy_Loewe=-9.50, Synergy_HSA=-2.92. Cell line: OVCAR-4. (4) Drug 1: CC1=CC2C(CCC3(C2CCC3(C(=O)C)OC(=O)C)C)C4(C1=CC(=O)CC4)C. Drug 2: C1C(C(OC1N2C=NC3=C(N=C(N=C32)Cl)N)CO)O. Cell line: MDA-MB-435. Synergy scores: CSS=-3.10, Synergy_ZIP=2.86, Synergy_Bliss=5.20, Synergy_Loewe=-5.15, Synergy_HSA=0.0354.